The task is: Regression. Given a peptide amino acid sequence and an MHC pseudo amino acid sequence, predict their binding affinity value. This is MHC class I binding data.. This data is from Peptide-MHC class I binding affinity with 185,985 pairs from IEDB/IMGT. The MHC is HLA-B08:01 with pseudo-sequence HLA-B08:01. The peptide sequence is ATIWQLLAF. The binding affinity (normalized) is 0.213.